This data is from Full USPTO retrosynthesis dataset with 1.9M reactions from patents (1976-2016). The task is: Predict the reactants needed to synthesize the given product. (1) Given the product [NH2:11][C:7]1[N:8]=[C:9]([Cl:10])[C:28]([CH2:27][CH:26]([OH:17])[CH2:30][OH:29])=[C:5]([Cl:12])[N:6]=1, predict the reactants needed to synthesize it. The reactants are: C(C1[C:5]([Cl:12])=[N:6][C:7]([NH2:11])=[N:8][C:9]=1[Cl:10])C=C.C[N+]1([O-])CC[O:17]CC1.OS([O-])=O.[Na+].[CH2:26]1[CH2:30][O:29][CH2:28][CH2:27]1. (2) Given the product [CH3:1][O:2][C:3]1[CH:4]=[CH:5][C:6]([S:9]([N:12]([CH2:24][C:25]2[CH:26]=[N:27][CH:28]=[CH:29][CH:30]=2)[C@H:13]([CH2:21][CH2:22][F:23])[C:14]([OH:16])=[O:15])(=[O:11])=[O:10])=[CH:7][CH:8]=1, predict the reactants needed to synthesize it. The reactants are: [CH3:1][O:2][C:3]1[CH:8]=[CH:7][C:6]([S:9]([N:12]([CH2:24][C:25]2[CH:26]=[N:27][CH:28]=[CH:29][CH:30]=2)[C@H:13]([CH2:21][CH2:22][F:23])[C:14]([O:16]C(C)(C)C)=[O:15])(=[O:11])=[O:10])=[CH:5][CH:4]=1.FC(F)(F)C(O)=O. (3) Given the product [CH:14]1([O:13][C@H:12]([CH3:18])[C@@H:11]([C:19]([O:21][CH3:22])=[O:20])[NH:10][C:8]([C:7]2[CH:6]=[CH:5][C:4]([C:23]3[CH:28]=[CH:27][C:26]([F:29])=[C:25]([F:30])[CH:24]=3)=[CH:3][C:2]=2[NH:1][C:32]([NH:31][C:34]2[C:35]([CH3:42])=[CH:36][C:37]([CH3:41])=[CH:38][C:39]=2[CH3:40])=[O:33])=[O:9])[CH2:15][CH2:16][CH2:17]1, predict the reactants needed to synthesize it. The reactants are: [NH2:1][C:2]1[CH:3]=[C:4]([C:23]2[CH:28]=[CH:27][C:26]([F:29])=[C:25]([F:30])[CH:24]=2)[CH:5]=[CH:6][C:7]=1[C:8]([NH:10][C@H:11]([C:19]([O:21][CH3:22])=[O:20])[C@@H:12]([CH3:18])[O:13][CH:14]1[CH2:17][CH2:16][CH2:15]1)=[O:9].[N:31]([C:34]1[C:39]([CH3:40])=[CH:38][C:37]([CH3:41])=[CH:36][C:35]=1[CH3:42])=[C:32]=[O:33]. (4) The reactants are: [Br:1][C:2]1[CH:14]=[CH:13][C:12]2[C:11]3[C:6](=[CH:7][C:8]([Br:15])=[CH:9][CH:10]=3)[CH:5](O)[C:4]=2[CH:3]=1.S(Cl)(Cl)=O.[CH3:21][N:22]1[CH2:27][CH2:26][NH:25][CH2:24][CH2:23]1. Given the product [Br:1][C:2]1[CH:14]=[CH:13][C:12]2[C:11]3[C:6](=[CH:7][C:8]([Br:15])=[CH:9][CH:10]=3)[CH:5]([N:25]3[CH2:26][CH2:27][N:22]([CH3:21])[CH2:23][CH2:24]3)[C:4]=2[CH:3]=1, predict the reactants needed to synthesize it.